From a dataset of Forward reaction prediction with 1.9M reactions from USPTO patents (1976-2016). Predict the product of the given reaction. (1) Given the reactants [NH2:1][C:2]([CH2:8][CH3:9])([CH2:6][CH3:7])[C:3]([OH:5])=[O:4].[ClH:10].[CH3:11]O, predict the reaction product. The product is: [ClH:10].[NH2:1][C:2]([CH2:8][CH3:9])([CH2:6][CH3:7])[C:3]([O:5][CH3:11])=[O:4]. (2) Given the reactants [H-].[Na+].[CH3:3][C:4]1[CH:5]=[C:6]([CH:20]=[CH:21][CH:22]=1)[C:7]([CH:9]1[C:18](=[O:19])[C:17]2[C:12](=[CH:13][CH:14]=[CH:15][CH:16]=2)[NH:11][CH2:10]1)=[O:8].[F:23][C:24]1[CH:31]=[CH:30][CH:29]=[CH:28][C:25]=1[CH2:26]Br, predict the reaction product. The product is: [F:23][C:24]1[CH:31]=[CH:30][CH:29]=[CH:28][C:25]=1[CH2:26][N:11]1[C:12]2[C:17](=[CH:16][CH:15]=[CH:14][CH:13]=2)[C:18](=[O:19])[C:9]([C:7](=[O:8])[C:6]2[CH:20]=[CH:21][CH:22]=[C:4]([CH3:3])[CH:5]=2)=[CH:10]1.